Predict which catalyst facilitates the given reaction. From a dataset of Catalyst prediction with 721,799 reactions and 888 catalyst types from USPTO. (1) Reactant: [CH3:1][O:2][C:3]([C:5]1([C:12]#[N:13])[CH2:7][CH:6]1[CH2:8][CH:9]([CH3:11])[CH3:10])=[O:4].[BH4-].[Na+].[C:16]([O:20][C:21](O[C:21]([O:20][C:16]([CH3:19])([CH3:18])[CH3:17])=[O:22])=[O:22])([CH3:19])([CH3:18])[CH3:17]. Product: [CH3:1][O:2][C:3]([C:5]1([CH2:12][NH:13][C:21]([O:20][C:16]([CH3:19])([CH3:18])[CH3:17])=[O:22])[CH2:7][CH:6]1[CH2:8][CH:9]([CH3:11])[CH3:10])=[O:4]. The catalyst class is: 138. (2) Reactant: Br[C:2]1[C:11]2[C:6](=[CH:7][CH:8]=[C:9]([C:12]([OH:14])=[O:13])[CH:10]=2)[CH:5]=[N:4][CH:3]=1.[Cl:15][C:16]1[CH:21]=[CH:20][C:19](B(O)O)=[CH:18][CH:17]=1.C(=O)([O-])[O-].[Cs+].[Cs+]. Product: [Cl:15][C:16]1[CH:21]=[CH:20][C:19]([C:2]2[C:11]3[C:6](=[CH:7][CH:8]=[C:9]([C:12]([OH:14])=[O:13])[CH:10]=3)[CH:5]=[N:4][CH:3]=2)=[CH:18][CH:17]=1. The catalyst class is: 688. (3) Reactant: [CH3:1][O:2][CH2:3][CH2:4][C:5]1[N:6]([CH2:19][CH2:20][CH3:21])[C:7]2[C:16]3[CH:15]=[CH:14][C:13]([OH:17])=[CH:12][C:11]=3[N:10]=[CH:9][C:8]=2[N:18]=1.C(OC1C=C(C=CC=1)N)C1C=CC=CC=1.COCCC(Cl)=O.C(OC1C=CC(N)=CC=1)C1C=CC=CC=1.C(OCC(Cl)=O)C.N(C(OC(C)C)=O)=NC(OC(C)C)=O.C1(P(C2C=CC=CC=2)C2C=CC=CC=2)C=CC=CC=1.[CH3:99][S:100][CH2:101][CH2:102][CH2:103]O. Product: [CH3:1][O:2][CH2:3][CH2:4][C:5]1[N:6]([CH2:19][CH2:20][CH3:21])[C:7]2[C:16]3[CH:15]=[CH:14][C:13]([O:17][CH2:103][CH2:102][CH2:101][S:100][CH3:99])=[CH:12][C:11]=3[N:10]=[CH:9][C:8]=2[N:18]=1. The catalyst class is: 7. (4) Product: [CH2:20]([CH:5]1[CH2:9][CH:8]([O:10][CH2:11][C:12]2[CH:13]=[CH:14][CH:15]=[CH:16][CH:17]=2)[CH2:7][O:6]1)[CH:19]=[CH2:18]. Reactant: C(O[CH:5]1[CH2:9][CH:8]([O:10][CH2:11][C:12]2[CH:17]=[CH:16][CH:15]=[CH:14][CH:13]=2)[CH2:7][O:6]1)(=O)C.[CH2:18]([Si](C)(C)C)[CH:19]=[CH2:20].[Sn](Br)(Br)(Br)Br. The catalyst class is: 2. (5) Reactant: [C:1]([O:5][C:6]([NH:8][C@@H:9]([CH2:13][CH:14]([CH3:16])[CH3:15])[C:10]([OH:12])=O)=[O:7])([CH3:4])([CH3:3])[CH3:2].Cl.[NH2:18][CH2:19][C:20]([O:22][CH3:23])=[O:21].CCN(CC)CC.CN(C(ON1N=NC2C=CC=NC1=2)=[N+](C)C)C.F[P-](F)(F)(F)(F)F. Product: [C:1]([O:5][C:6]([NH:8][C@@H:9]([CH2:13][CH:14]([CH3:16])[CH3:15])[C:10]([NH:18][CH2:19][C:20]([O:22][CH3:23])=[O:21])=[O:12])=[O:7])([CH3:2])([CH3:3])[CH3:4]. The catalyst class is: 1. (6) Product: [OH:8][CH2:9][CH:10]([O:21][CH:22]1[CH2:27][CH2:26][CH2:25][CH2:24][O:23]1)[C:11]1[CH:12]=[CH:13][C:14]([C:17]([CH3:20])([CH3:19])[CH3:18])=[CH:15][CH:16]=1. Reactant: [Si]([O:8][CH2:9][CH:10]([O:21][CH:22]1[CH2:27][CH2:26][CH2:25][CH2:24][O:23]1)[C:11]1[CH:16]=[CH:15][C:14]([C:17]([CH3:20])([CH3:19])[CH3:18])=[CH:13][CH:12]=1)(C(C)(C)C)(C)C.[F-].C([N+](CCCC)(CCCC)CCCC)CCC. The catalyst class is: 6.